This data is from Reaction yield outcomes from USPTO patents with 853,638 reactions. The task is: Predict the reaction yield, written as a fraction of the theoretical maximum amount of product (1.0 means a 100% yield; for example, 0.34 means a 34% yield). (1) The reactants are [OH:1][C:2]1[CH:14]=[CH:13][C:5]2[N:6]=[C:7]([C:9]([O:11]C)=[O:10])[S:8][C:4]=2[CH:3]=1.[OH-].[Na+].Cl. No catalyst specified. The product is [OH:1][C:2]1[CH:14]=[CH:13][C:5]2[N:6]=[C:7]([C:9]([OH:11])=[O:10])[S:8][C:4]=2[CH:3]=1. The yield is 0.990. (2) The reactants are C(OC(=O)[CH:5]([C:11]1[C:16]([N+:17]([O-:19])=[O:18])=[CH:15][C:14]([Br:20])=[CH:13][N:12]=1)C(OCC)=O)C.Cl. The catalyst is O. The product is [Br:20][C:14]1[CH:15]=[C:16]([N+:17]([O-:19])=[O:18])[C:11]([CH3:5])=[N:12][CH:13]=1. The yield is 0.750. (3) The reactants are [N+:1]([C:4]1[CH:10]=[C:9]([N+:11]([O-:13])=[O:12])[CH:8]=[C:7](Br)[C:5]=1[NH2:6])([O-:3])=[O:2]. The catalyst is CN(C=O)C. The product is [N+:1]([C:4]1[CH:10]=[C:9]([N+:11]([O-:13])=[O:12])[CH:8]=[C:7]([C:4]2[CH:10]=[CH:9][CH:8]=[CH:7][CH:5]=2)[C:5]=1[NH2:6])([O-:3])=[O:2]. The yield is 0.410.